This data is from Forward reaction prediction with 1.9M reactions from USPTO patents (1976-2016). The task is: Predict the product of the given reaction. (1) Given the reactants Cl[C:2]1[CH:3]=[C:4]([CH:9]=[CH:10][N:11]=1)[C:5]([O:7][CH3:8])=[O:6].[F:12][C:13]1[CH:23]=[CH:22][C:16](/[CH:17]=[CH:18]/B(O)O)=[CH:15][CH:14]=1.P([O-])([O-])([O-])=O.[K+].[K+].[K+], predict the reaction product. The product is: [F:12][C:13]1[CH:23]=[CH:22][C:16](/[CH:17]=[CH:18]/[C:2]2[CH:3]=[C:4]([CH:9]=[CH:10][N:11]=2)[C:5]([O:7][CH3:8])=[O:6])=[CH:15][CH:14]=1. (2) Given the reactants [H-].[H-].[H-].[H-].[Li+].[Al+3].[N:7]1([C:17]([O:19][C:20]([CH3:23])([CH3:22])[CH3:21])=[O:18])[CH2:12][CH2:11][CH:10]([C:13](OC)=[O:14])[CH2:9][CH2:8]1.C(OCC)(=O)C.[O-]S([O-])(=O)=O.[Na+].[Na+], predict the reaction product. The product is: [OH:14][CH2:13][CH:10]1[CH2:11][CH2:12][N:7]([C:17]([O:19][C:20]([CH3:23])([CH3:22])[CH3:21])=[O:18])[CH2:8][CH2:9]1. (3) The product is: [Br:9][CH2:1][C:2]1[CH:7]=[CH:6][N:5]=[C:4]([F:8])[CH:3]=1. Given the reactants [CH3:1][C:2]1[CH:7]=[CH:6][N:5]=[C:4]([F:8])[CH:3]=1.[Br:9]N1C(=O)CCC1=O.CCCCCC, predict the reaction product. (4) Given the reactants [Cl:1][C:2]1[CH:3]=[C:4]([C:8]2([C:11](Cl)=[O:12])[CH2:10][CH2:9]2)[CH:5]=[CH:6][CH:7]=1.[NH2:14][C:15]1[N:20]([C:21]2[CH:26]=[CH:25][C:24]([NH2:27])=[CH:23][CH:22]=2)[CH2:19][N:18]=[C:17]2[O:28][CH:29]=[CH:30][C:16]=12, predict the reaction product. The product is: [NH2:14][C:15]1[N:20]([C:21]2[CH:22]=[CH:23][C:24]([NH:27][C:11]([C:8]3([C:4]4[CH:5]=[CH:6][CH:7]=[C:2]([Cl:1])[CH:3]=4)[CH2:10][CH2:9]3)=[O:12])=[CH:25][CH:26]=2)[CH2:19][N:18]=[C:17]2[O:28][CH:29]=[CH:30][C:16]=12. (5) Given the reactants [Mg].[F:2][C:3]([F:16])([F:15])[C:4]1[CH:5]=[C:6](Br)[CH:7]=[C:8]([C:10]([F:13])([F:12])[F:11])[CH:9]=1.Cl[C:18]1[C:27]2[C:22](=[CH:23][CH:24]=[C:25]([CH3:28])[CH:26]=2)[N:21]=[C:20]([CH3:29])[CH:19]=1.[F:30][C:31]([F:45])([F:44])[C:32]1[CH:33]=[C:34]([Mg:42][Br:43])[CH:35]=[C:36]([C:38]([F:41])([F:40])[F:39])[CH:37]=1, predict the reaction product. The product is: [F:45][C:31]([F:30])([F:44])[C:32]1[CH:33]=[C:34]([Mg:42][Br:43])[CH:35]=[C:36]([C:38]([F:40])([F:41])[F:39])[CH:37]=1.[F:2][C:3]([F:16])([F:15])[C:4]1[CH:5]=[C:6]([C:18]2[C:27]3[C:22](=[CH:23][CH:24]=[C:25]([CH3:28])[CH:26]=3)[N:21]=[C:20]([CH3:29])[CH:19]=2)[CH:7]=[C:8]([C:10]([F:13])([F:12])[F:11])[CH:9]=1. (6) Given the reactants [OH:1][C@H:2]([CH3:6])[C:3](N)=O.F[B-](F)(F)F.C([O+](CC)CC)C.[O:19]1[CH2:24][CH2:23][CH2:22][C@H:21]([NH:25][C:26]2[C:31]([NH2:32])=[CH:30][N:29]=[C:28]3[CH:33]=[CH:34][S:35][C:27]=23)[CH2:20]1, predict the reaction product. The product is: [O:19]1[CH2:24][CH2:23][CH2:22][C@H:21]([N:25]2[C:26]3=[C:27]4[S:35][CH:34]=[CH:33][C:28]4=[N:29][CH:30]=[C:31]3[N:32]=[C:3]2[C@H:2]([OH:1])[CH3:6])[CH2:20]1.